From a dataset of Catalyst prediction with 721,799 reactions and 888 catalyst types from USPTO. Predict which catalyst facilitates the given reaction. (1) Reactant: [F:1][C:2]([F:7])([F:6])[C:3]([NH2:5])=[O:4].CC(C)([O-])C.[Na+].[Br:14]N1C(C)(C)C(=O)N(Br)C1=O.[F:25][C:26]1[C:27]([C:43]2[CH:48]=[CH:47][C:46]([F:49])=[CH:45][C:44]=2[O:50][CH3:51])=[CH:28][C:29]([NH:32][C:33]2[CH:38]=[C:37]([CH2:39][S:40][CH3:41])[CH:36]=[C:35]([CH3:42])[N:34]=2)=[N:30][CH:31]=1.S([O-])([O-])=O.[Na+].[Na+]. Product: [Br:14][C:36]1[C:35]([CH3:42])=[N:34][C:33]([NH:32][C:29]2[CH:28]=[C:27]([C:43]3[CH:48]=[CH:47][C:46]([F:49])=[CH:45][C:44]=3[O:50][CH3:51])[C:26]([F:25])=[CH:31][N:30]=2)=[CH:38][C:37]=1[CH2:39][S:40]([CH3:41])=[N:5][C:3](=[O:4])[C:2]([F:7])([F:6])[F:1].[F:1][C:2]([F:7])([F:6])[C:3]([N:5]=[S:40]([CH2:39][C:37]1[CH:36]=[C:35]([CH3:42])[N:34]=[C:33]([NH:32][C:29]2[CH:28]=[C:27]([C:43]3[CH:48]=[CH:47][C:46]([F:49])=[CH:45][C:44]=3[O:50][CH3:51])[C:26]([F:25])=[CH:31][N:30]=2)[CH:38]=1)[CH3:41])=[O:4]. The catalyst class is: 182. (2) Reactant: Cl.[CH3:2][O:3][C:4]([C@@H:6]1[CH2:13][CH2:12][CH2:11][CH2:10][CH2:9][CH2:8][C@@H:7]1[NH2:14])=[O:5].C([O-])(=O)C.[Na+].[CH3:20][C:21]([CH3:26])([CH3:25])[CH2:22][CH:23]=O.C([BH3-])#N.[Na+].C(=O)(O)[O-].[Na+]. Product: [CH3:2][O:3][C:4]([C@@H:6]1[CH2:13][CH2:12][CH2:11][CH2:10][CH2:9][CH2:8][C@@H:7]1[NH:14][CH2:23][CH2:22][C:21]([CH3:26])([CH3:25])[CH3:20])=[O:5]. The catalyst class is: 125. (3) Reactant: [CH2:1]([C:3]1([C:13](=[O:17])[C:14](O)=[O:15])[CH:8]=[C:7]([CH2:9][CH3:10])[CH:6]=[C:5]([CH2:11][CH3:12])[CH2:4]1)[CH3:2].C1(C)C=CC=CC=1.S(Cl)([Cl:27])=O. The catalyst class is: 9. Product: [CH2:1]([C:3]1([C:13](=[O:17])[C:14]([Cl:27])=[O:15])[CH:8]=[C:7]([CH2:9][CH3:10])[CH:6]=[C:5]([CH2:11][CH3:12])[CH2:4]1)[CH3:2]. (4) Reactant: [Br:1][C:2]1[C:3]([CH3:9])=[C:4]([CH:6]=[CH:7][CH:8]=1)[NH2:5].[F:10][C:11]1[CH:22]=[CH:21][C:14]2[NH:15]C(=O)[O:17][C:18](=O)[C:13]=2[CH:12]=1.C[Al](C)C.Cl. Product: [NH2:15][C:14]1[CH:21]=[CH:22][C:11]([F:10])=[CH:12][C:13]=1[C:18]([NH:5][C:4]1[CH:6]=[CH:7][CH:8]=[C:2]([Br:1])[C:3]=1[CH3:9])=[O:17]. The catalyst class is: 11. (5) Reactant: F[C:2]1[N:7]=[C:6]([NH2:8])[CH:5]=[CH:4][CH:3]=1.[NH:9]1[CH2:13][CH2:12][CH2:11][CH:10]1[CH2:14][OH:15]. Product: [NH2:8][C:6]1[N:7]=[CH:2][C:3]([N:9]2[CH2:13][CH2:12][CH2:11][CH:10]2[CH2:14][OH:15])=[CH:4][CH:5]=1. The catalyst class is: 6. (6) Reactant: [Cl:1][C:2]1[CH:11]=[CH:10][C:9]2[NH:8][C:7](=[O:12])[CH:6]3[CH2:13][CH:14]4[CH2:15][CH2:16][O:17][C:5]34[C:4]=2[CH:3]=1.[H-].[Na+].[C:20]([NH:27][CH2:28][CH2:29][CH2:30][CH2:31]Br)([O:22][C:23]([CH3:26])([CH3:25])[CH3:24])=[O:21].CO. Product: [C:23]([O:22][C:20](=[O:21])[NH:27][CH2:28][CH2:29][CH2:30][CH2:31][N:8]1[C:9]2[CH:10]=[CH:11][C:2]([Cl:1])=[CH:3][C:4]=2[C:5]23[O:17][CH2:16][CH2:15][CH:14]2[CH2:13][CH:6]3[C:7]1=[O:12])([CH3:26])([CH3:25])[CH3:24]. The catalyst class is: 9.